This data is from Catalyst prediction with 721,799 reactions and 888 catalyst types from USPTO. The task is: Predict which catalyst facilitates the given reaction. (1) Reactant: [C:1]([NH:4][C:5]1[S:6][C:7]([C:11]2[CH:12]=[C:13]([S:17](Cl)(=[O:19])=[O:18])[S:14][C:15]=2[Br:16])=[C:8]([CH3:10])[N:9]=1)(=[O:3])[CH3:2].C(N(CC)CC)C.[CH3:28][N:29]([CH3:34])[CH2:30][CH2:31][CH2:32][NH2:33]. Product: [Br:16][C:15]1[S:14][C:13]([S:17](=[O:19])(=[O:18])[NH:33][CH2:32][CH2:31][CH2:30][N:29]([CH3:34])[CH3:28])=[CH:12][C:11]=1[C:7]1[S:6][C:5]([NH:4][C:1](=[O:3])[CH3:2])=[N:9][C:8]=1[CH3:10]. The catalyst class is: 2. (2) Reactant: [Br:1][C:2]1[CH:3]=[CH:4][C:5]([NH:8][C:9]([NH:11][C:12]2[CH:13]=[N:14][CH:15]=[CH:16][C:17]=2[C:18]([O:20]C)=O)=[O:10])=[N:6][CH:7]=1.[C:22](=O)([O-])[O-].[K+].[K+].COS(C1C=CC(C)=CC=1)(=O)=O. Product: [Br:1][C:2]1[CH:3]=[CH:4][C:5]([N:8]2[C:18](=[O:20])[C:17]3[CH:16]=[CH:15][N:14]=[CH:13][C:12]=3[N:11]([CH3:22])[C:9]2=[O:10])=[N:6][CH:7]=1. The catalyst class is: 35. (3) The catalyst class is: 1. Product: [Cl:32][C:33]1[CH:34]=[C:35]([S:39]([NH:10][C:9]2[CH:8]=[C:7]([O:11][CH3:12])[N:6]=[C:5]3[S:13][C:2]([CH3:1])=[C:3]([C:14]4[CH:19]=[CH:18][CH:17]=[C:16]([O:20][CH3:21])[CH:15]=4)[C:4]=23)(=[O:41])=[O:40])[CH:36]=[CH:37][CH:38]=1. Reactant: [CH3:1][C:2]1[S:13][C:5]2[N:6]=[C:7]([O:11][CH3:12])[CH:8]=[C:9]([NH2:10])[C:4]=2[C:3]=1[C:14]1[CH:19]=[CH:18][CH:17]=[C:16]([O:20][CH3:21])[CH:15]=1.[Li+].C[Si]([N-][Si](C)(C)C)(C)C.[Cl:32][C:33]1[CH:34]=[C:35]([S:39](Cl)(=[O:41])=[O:40])[CH:36]=[CH:37][CH:38]=1.